This data is from Catalyst prediction with 721,799 reactions and 888 catalyst types from USPTO. The task is: Predict which catalyst facilitates the given reaction. (1) Reactant: [CH3:1][O:2][C:3]([CH:5]1[CH2:9][CH:8]([OH:10])[CH:7]([C:11]#[N:12])[CH2:6]1)=[O:4].[CH3:13]I. Product: [CH3:1][O:2][C:3]([CH:5]1[CH2:9][CH:8]([O:10][CH3:13])[CH:7]([C:11]#[N:12])[CH2:6]1)=[O:4]. The catalyst class is: 1. (2) The catalyst class is: 5. Reactant: [C:1]([C:4]1[CH:5]([C:23]2[CH:30]=[CH:29][C:26]([C:27]#[N:28])=[CH:25][C:24]=2Br)[N:6]([CH3:22])[C:7](=[O:21])[N:8]([C:11]2[CH:16]=[CH:15][CH:14]=[C:13]([C:17]([F:20])([F:19])[F:18])[CH:12]=2)[C:9]=1[CH3:10])(=[O:3])[CH3:2].Cl[CH2:33]Cl.[C:35]([O-:38])(=[O:37])C.[Na+].[C]=O. Product: [CH3:33][O:38][C:35](=[O:37])[C:24]1[CH:25]=[C:26]([C:27]#[N:28])[CH:29]=[CH:30][C:23]=1[CH:5]1[C:4]([C:1](=[O:3])[CH3:2])=[C:9]([CH3:10])[N:8]([C:11]2[CH:16]=[CH:15][CH:14]=[C:13]([C:17]([F:20])([F:18])[F:19])[CH:12]=2)[C:7](=[O:21])[N:6]1[CH3:22].